From a dataset of Peptide-MHC class II binding affinity with 134,281 pairs from IEDB. Regression. Given a peptide amino acid sequence and an MHC pseudo amino acid sequence, predict their binding affinity value. This is MHC class II binding data. (1) The MHC is HLA-DQA10501-DQB10301 with pseudo-sequence HLA-DQA10501-DQB10301. The peptide sequence is PFTVRYTTEGGTKGE. The binding affinity (normalized) is 0.198. (2) The peptide sequence is EKKYFAATEFEPLAA. The MHC is HLA-DQA10501-DQB10301 with pseudo-sequence HLA-DQA10501-DQB10301. The binding affinity (normalized) is 0.229. (3) The binding affinity (normalized) is 0.436. The peptide sequence is FKVAATAAATAPADDKFTVF. The MHC is DRB1_1501 with pseudo-sequence DRB1_1501. (4) The MHC is HLA-DQA10501-DQB10303 with pseudo-sequence HLA-DQA10501-DQB10303. The peptide sequence is KKAGLVGVLAGLAFQEMD. The binding affinity (normalized) is 0.552. (5) The peptide sequence is PDNVKPIYIVTPTNA. The MHC is HLA-DQA10104-DQB10503 with pseudo-sequence HLA-DQA10104-DQB10503. The binding affinity (normalized) is 0.103.